From a dataset of Forward reaction prediction with 1.9M reactions from USPTO patents (1976-2016). Predict the product of the given reaction. (1) Given the reactants [OH:1][C:2]1[CH:11]=[C:10]2[C:5]([CH:6]=[C:7]([C:16]([O:18][CH2:19][CH3:20])=[O:17])[CH:8]([C:12]([F:15])([F:14])[F:13])[O:9]2)=[CH:4][C:3]=1[CH3:21].CCN(C(C)C)C(C)C.O([O:32][S:33]([C:36]([F:39])([F:38])[F:37])(=O)=[O:34])[O:32][S:33]([C:36]([F:39])([F:38])[F:37])(=O)=[O:34], predict the reaction product. The product is: [CH3:21][C:3]1[CH:4]=[C:5]2[C:10](=[CH:11][C:2]=1[O:1][S:33]([C:36]([F:39])([F:38])[F:37])(=[O:34])=[O:32])[O:9][CH:8]([C:12]([F:15])([F:13])[F:14])[C:7]([C:16]([O:18][CH2:19][CH3:20])=[O:17])=[CH:6]2. (2) Given the reactants [Cl:1][C:2]1[CH:7]=[C:6]([Cl:8])[CH:5]=[CH:4][C:3]=1[C:9]1[N:10]=[C:11]([C:22]([O:24][CH2:25][CH3:26])=[O:23])[N:12]([CH3:21])[C:13]=1[C:14]1[CH:19]=[CH:18][C:17]([Cl:20])=[CH:16][CH:15]=1.[H-].[Na+].C(=O)(O)[O-].[Na+], predict the reaction product. The product is: [Cl:1][C:2]1[CH:7]=[C:6]([Cl:8])[CH:5]=[CH:4][C:3]=1[C:9]1[N:10]=[C:11]([C:22]([O:24][CH:25]2[CH2:4][CH2:3][CH2:2][CH2:7][CH2:26]2)=[O:23])[N:12]([CH3:21])[C:13]=1[C:14]1[CH:15]=[CH:16][C:17]([Cl:20])=[CH:18][CH:19]=1. (3) The product is: [C:1]1([C:17]2[CH:22]=[CH:21][CH:20]=[CH:19][CH:18]=2)[CH:6]=[CH:5][CH:4]=[CH:3][C:2]=1[CH2:7][C:10]1[CH:15]=[CH:14][C:13](=[O:52])[NH:12][N:11]=1. Given the reactants [C:1]1([C:17]2[CH:22]=[CH:21][CH:20]=[CH:19][CH:18]=2)[CH:6]=[CH:5][CH:4]=[CH:3][C:2]=1[CH:7]([C:10]1[N:11]=[N:12][C:13](Cl)=[CH:14][CH:15]=1)C#N.C1(C2C=CC=CC=2)C=CC=CC=1C(C1C=CC2N(C(C(F)(F)F)=NN=2)N=1)C#N.Cl.[OH2:52], predict the reaction product. (4) Given the reactants [N+:1]([O-:4])([O-])=[O:2].[K+].[CH3:6][O:7][C:8]1[CH:13]=[CH:12][CH:11]=[CH:10][C:9]=1[N:14]1[CH2:19][CH2:18][NH:17][CH2:16][CH2:15]1.[OH-].[Na+], predict the reaction product. The product is: [CH3:6][O:7][C:8]1[CH:13]=[CH:12][C:11]([N+:1]([O-:4])=[O:2])=[CH:10][C:9]=1[N:14]1[CH2:19][CH2:18][NH:17][CH2:16][CH2:15]1. (5) Given the reactants C[Si](C)(C)[C:3]1[S:4][C:5]([C:8]2([OH:18])[CH2:17][CH2:16][C:11]3([O:15][CH2:14][CH2:13][O:12]3)[CH2:10][CH2:9]2)=[CH:6][N:7]=1.CCCC[N+](CCCC)(CCCC)CCCC.[F-], predict the reaction product. The product is: [S:4]1[C:5]([C:8]2([OH:18])[CH2:9][CH2:10][C:11]3([O:15][CH2:14][CH2:13][O:12]3)[CH2:16][CH2:17]2)=[CH:6][N:7]=[CH:3]1.